From a dataset of Full USPTO retrosynthesis dataset with 1.9M reactions from patents (1976-2016). Predict the reactants needed to synthesize the given product. (1) Given the product [OH:26][CH2:25][CH2:24][N:23]([CH2:22][C:19]1[CH:20]=[CH:21][C:2]([CH3:39])=[C:3]([C:4]([NH:6][CH2:7][C:8]23[CH2:15][CH:14]4[CH2:16][CH:10]([CH2:11][CH:12]([CH2:13]4)[CH2:17]2)[CH2:9]3)=[O:5])[CH:18]=1)[CH2:37][CH2:36][N:28]([CH3:27])[C:29](=[O:35])[O:30][C:31]([CH3:34])([CH3:33])[CH3:32], predict the reactants needed to synthesize it. The reactants are: Cl[C:2]1[CH:21]=[CH:20][C:19]([CH2:22][NH:23][CH2:24][CH2:25][OH:26])=[CH:18][C:3]=1[C:4]([NH:6][CH2:7][C:8]12[CH2:17][CH:12]3[CH2:13][CH:14]([CH2:16][CH:10]([CH2:11]3)[CH2:9]1)[CH2:15]2)=[O:5].[CH3:27][N:28]([CH2:36][CH:37]=O)[C:29](=[O:35])[O:30][C:31]([CH3:34])([CH3:33])[CH3:32].[C:39](O[BH-](OC(=O)C)OC(=O)C)(=O)C.[Na+].C(=O)([O-])O.[Na+]. (2) Given the product [C:26]([Si:23]([CH3:24])([CH3:25])[O:22][CH2:21][C:20]([N:12]1[C:13]2[C:18]([F:19])=[CH:17][N:16]=[CH:15][C:14]=2[C:10]([C:8]([C:4]2[CH:3]=[C:2]([NH:1][C:40](=[O:41])[CH2:39][N:37]3[CH:38]=[C:34]([C:33]([F:43])([F:32])[F:44])[CH:35]=[N:36]3)[CH:7]=[N:6][CH:5]=2)=[O:9])=[CH:11]1)([CH3:31])[CH3:30])([CH3:29])([CH3:28])[CH3:27], predict the reactants needed to synthesize it. The reactants are: [NH2:1][C:2]1[CH:3]=[C:4]([C:8]([C:10]2[C:14]3[CH:15]=[N:16][CH:17]=[C:18]([F:19])[C:13]=3[N:12]([C:20]([CH3:31])([CH3:30])[CH2:21][O:22][Si:23]([C:26]([CH3:29])([CH3:28])[CH3:27])([CH3:25])[CH3:24])[CH:11]=2)=[O:9])[CH:5]=[N:6][CH:7]=1.[F:32][C:33]([F:44])([F:43])[C:34]1[CH:35]=[N:36][N:37]([CH2:39][C:40](O)=[O:41])[CH:38]=1.CCN(C(C)C)C(C)C.C(P1(=O)OP(CCC)(=O)OP(CCC)(=O)O1)CC.